Dataset: Reaction yield outcomes from USPTO patents with 853,638 reactions. Task: Predict the reaction yield, written as a fraction of the theoretical maximum amount of product (1.0 means a 100% yield; for example, 0.34 means a 34% yield). The reactants are [CH3:1][O:2][C:3](=[O:24])/[CH:4]=[CH:5]/[CH:6]=[CH:7]/[CH2:8][CH:9]([C:17]([O:19]C(C)(C)C)=[O:18])[C:10]([O:12]C(C)(C)C)=[O:11].C(O)(C(F)(F)F)=O. The catalyst is C(Cl)Cl. The product is [CH3:1][O:2][C:3](=[O:24])/[CH:4]=[CH:5]/[CH:6]=[CH:7]/[CH2:8][CH:9]([C:10]([OH:12])=[O:11])[C:17]([OH:19])=[O:18]. The yield is 0.830.